Dataset: Cav3 T-type calcium channel HTS with 100,875 compounds. Task: Binary Classification. Given a drug SMILES string, predict its activity (active/inactive) in a high-throughput screening assay against a specified biological target. (1) The molecule is O1C(COc2c1cccc2)C(=O)Nc1oc(nn1)c1cc2CCCCc2cc1. The result is 1 (active). (2) The compound is o1c(c2n(c(nn2)c2ccncc2)c2ccccc2)ccc1. The result is 0 (inactive). (3) The compound is Clc1c(C(=O)Nc2c(C(=O)NCC3OCCC3)cccc2)ccc(Cl)c1. The result is 0 (inactive). (4) The drug is O=C(N)C1CCN(CC1)c1nc(nc2n(nnc12)Cc1ccccc1)C1CC1. The result is 0 (inactive). (5) The drug is Clc1c(C(=O)Nc2nonc2c2n(c3c(n2)cccc3)CCC#N)cccc1. The result is 0 (inactive). (6) The molecule is S(=O)(=O)(N1CCC(CC1)C(=O)NC1CCCCC1)c1ccc(NC(=O)c2occc2)cc1. The result is 0 (inactive).